This data is from Full USPTO retrosynthesis dataset with 1.9M reactions from patents (1976-2016). The task is: Predict the reactants needed to synthesize the given product. (1) Given the product [CH2:23]([C:15]1[CH:14]=[CH:13][C:22]2[C:17](=[CH:18][CH:19]=[CH:20][CH:21]=2)[C:16]=1[N:3]1[C:2]([Cl:1])=[C:6]([Cl:7])[N:5]=[CH:4]1)[CH3:24], predict the reactants needed to synthesize it. The reactants are: [Cl:1][C:2]1[N:3]=[CH:4][NH:5][C:6]=1[Cl:7].[OH-].[K+].BrCC[C:13]1[C:22]2[C:17](=[CH:18][CH:19]=[CH:20][CH:21]=2)[CH:16]=[CH:15][CH:14]=1.[C:23](#N)[CH3:24]. (2) Given the product [CH:1]1([CH2:4][C@@H:5]2[N:10]([C:27]([C@@H:25]3[CH2:26][C@H:24]3[C:18]3[CH:23]=[CH:22][CH:21]=[CH:20][CH:19]=3)=[O:28])[CH2:9][C@H:8]([C:11]3[CH:12]=[CH:13][CH:14]=[CH:15][CH:16]=3)[NH:7][C:6]2=[O:17])[CH2:2][CH2:3]1, predict the reactants needed to synthesize it. The reactants are: [CH:1]1([CH2:4][C@@H:5]2[NH:10][CH2:9][C@H:8]([C:11]3[CH:16]=[CH:15][CH:14]=[CH:13][CH:12]=3)[NH:7][C:6]2=[O:17])[CH2:3][CH2:2]1.[C:18]1([C@@H:24]2[CH2:26][C@H:25]2[C:27](O)=[O:28])[CH:23]=[CH:22][CH:21]=[CH:20][CH:19]=1.C([C@@H]1N(C([C@@H]2C[C@H]2C2C=CC=CC=2)=O)C[C@H](CC(C)C)NC1=O)C(C)C. (3) The reactants are: [C:1]([O:4][C:5]1[C:6]([C:11]#[CH:12])=[N:7][CH:8]=[CH:9][CH:10]=1)(=[O:3])[CH3:2]. Given the product [C:1]([O:4][C:5]1[C:6]([CH2:11][CH3:12])=[N:7][CH:8]=[CH:9][CH:10]=1)(=[O:3])[CH3:2], predict the reactants needed to synthesize it. (4) Given the product [ClH:6].[CH3:9][N:8]([CH2:10][CH:11]1[CH:17]2[CH2:18][CH:14]([CH2:15][CH2:16]2)[CH:13]=[C:12]1[C:19]1[CH:20]=[C:21]([OH:25])[CH:22]=[CH:23][CH:24]=1)[CH3:7], predict the reactants needed to synthesize it. The reactants are: O.C[Si]([Cl:6])(C)C.[CH3:7][N:8]([CH2:10][CH:11]1[CH:17]2[CH2:18][CH:14]([CH2:15][CH2:16]2)[CH:13]=[C:12]1[C:19]1[CH:20]=[C:21]([OH:25])[CH:22]=[CH:23][CH:24]=1)[CH3:9]. (5) Given the product [NH2:1][C:2]1[C:7]([C:8]#[N:9])=[C:6]([C:10]2[CH:14]=[CH:13][S:12][CH:11]=2)[N:5]=[C:4]([C:15]([NH:25][CH2:24][C:20]2[CH:19]=[N:18][CH:23]=[CH:22][CH:21]=2)=[O:17])[CH:3]=1, predict the reactants needed to synthesize it. The reactants are: [NH2:1][C:2]1[C:7]([C:8]#[N:9])=[C:6]([C:10]2[CH:14]=[CH:13][S:12][CH:11]=2)[N:5]=[C:4]([C:15]([OH:17])=O)[CH:3]=1.[N:18]1[CH:23]=[CH:22][CH:21]=[C:20]([CH2:24][NH2:25])[CH:19]=1.F[B-](F)(F)F.N1(OC(N(C)C)=[N+](C)C)C2C=CC=CC=2N=N1.C(N(CC)C(C)C)(C)C. (6) Given the product [Cl:3][C:4]1[CH:17]=[CH:16][C:7]([CH2:8][N:9]2[C:13](=[O:14])[C:12](=[CH:27][C:26]3[CH:29]=[CH:30][CH:31]=[CH:32][C:25]=3[N:22]3[CH2:21][CH2:20][N:19]([CH3:18])[CH2:24][CH2:23]3)[NH:11][C:10]2=[O:15])=[CH:6][CH:5]=1, predict the reactants needed to synthesize it. The reactants are: [H-].[Na+].[Cl:3][C:4]1[CH:17]=[CH:16][C:7]([CH2:8][N:9]2[C:13](=[O:14])[CH2:12][NH:11][C:10]2=[O:15])=[CH:6][CH:5]=1.[CH3:18][N:19]1[CH2:24][CH2:23][N:22]([C:25]2[CH:32]=[CH:31][CH:30]=[CH:29][C:26]=2[CH:27]=O)[CH2:21][CH2:20]1.